Task: Predict the product of the given reaction.. Dataset: Forward reaction prediction with 1.9M reactions from USPTO patents (1976-2016) Given the reactants [Cl:1][C:2]1[CH:7]=[CH:6][CH:5]=[C:4]([N:8]2[CH2:13][CH2:12][NH:11][CH2:10][CH2:9]2)[C:3]=1[C:14](=[O:16])[CH3:15].[O:17]=[C:18]1[NH:27][C:26]2[N:25]=[C:24]([O:28][CH2:29][CH2:30][CH2:31][CH:32]=O)[CH:23]=[CH:22][C:21]=2[CH:20]=[CH:19]1, predict the reaction product. The product is: [C:14]([C:3]1[C:2]([Cl:1])=[CH:7][CH:6]=[CH:5][C:4]=1[N:8]1[CH2:13][CH2:12][N:11]([CH2:32][CH2:31][CH2:30][CH2:29][O:28][C:24]2[N:25]=[C:26]3[C:21]([CH:20]=[CH:19][C:18](=[O:17])[NH:27]3)=[CH:22][CH:23]=2)[CH2:10][CH2:9]1)(=[O:16])[CH3:15].